From a dataset of Catalyst prediction with 721,799 reactions and 888 catalyst types from USPTO. Predict which catalyst facilitates the given reaction. (1) Reactant: N1C=CC=CC=1.[C:7]1([N:13]=[C:14]=[O:15])[CH:12]=[CH:11][CH:10]=[CH:9][CH:8]=1.[NH2:16][C:17]1[S:18][C:19]([C:28]2[CH:33]=[CH:32][C:31]([N+:34]([O-:36])=[O:35])=[CH:30][CH:29]=2)=[C:20]([CH3:27])[C:21]=1[C:22]([O:24][CH2:25][CH3:26])=[O:23]. Product: [CH3:27][C:20]1[C:21]([C:22]([O:24][CH2:25][CH3:26])=[O:23])=[C:17]([NH:16][C:14]([NH:13][C:7]2[CH:12]=[CH:11][CH:10]=[CH:9][CH:8]=2)=[O:15])[S:18][C:19]=1[C:28]1[CH:29]=[CH:30][C:31]([N+:34]([O-:36])=[O:35])=[CH:32][CH:33]=1. The catalyst class is: 11. (2) Reactant: Cl[CH2:2][C:3]1[CH:28]=[CH:27][C:6]([O:7][CH2:8][C:9]2[N:10]=[C:11]([C:15]3[CH:20]=[CH:19][C:18]([CH2:21][C:22]([O:24][CH2:25][CH3:26])=[O:23])=[CH:17][CH:16]=3)[O:12][C:13]=2[CH3:14])=[C:5]([O:29][CH3:30])[CH:4]=1.Cl.[CH:32]([C:35]1[O:36][CH:37]=[C:38](/[CH:40]=[CH:41]/[C:42]2[C:43]([OH:53])=[N:44][N:45]([C:47]3[CH:52]=[CH:51][CH:50]=[CH:49][CH:48]=3)[CH:46]=2)[N:39]=1)([CH3:34])[CH3:33].C(=O)([O-])[O-].[K+].[K+].CN(C)C=O. Product: [CH:32]([C:35]1[O:36][CH:37]=[C:38](/[CH:40]=[CH:41]/[C:42]2[C:43]([O:53][CH2:2][C:3]3[CH:28]=[CH:27][C:6]([O:7][CH2:8][C:9]4[N:10]=[C:11]([C:15]5[CH:20]=[CH:19][C:18]([CH2:21][C:22]([O:24][CH2:25][CH3:26])=[O:23])=[CH:17][CH:16]=5)[O:12][C:13]=4[CH3:14])=[C:5]([O:29][CH3:30])[CH:4]=3)=[N:44][N:45]([C:47]3[CH:48]=[CH:49][CH:50]=[CH:51][CH:52]=3)[CH:46]=2)[N:39]=1)([CH3:34])[CH3:33]. The catalyst class is: 6. (3) Reactant: [O:1]1[C:6]2[CH:7]=[CH:8][CH:9]=[CH:10][C:5]=2[NH:4][C:3](=[O:11])[CH2:2]1.C(=O)([O-])[O-].[K+].[K+].Br[CH2:19][CH2:20][CH2:21][Cl:22]. Product: [Cl:22][CH2:21][CH2:20][CH2:19][N:4]1[C:3](=[O:11])[CH2:2][O:1][C:6]2[CH:7]=[CH:8][CH:9]=[CH:10][C:5]1=2. The catalyst class is: 42. (4) Reactant: Cl[C:2]1[N:7]=[C:6]([N:8]2[CH2:11][CH:10]([O:12][C:13]3[CH:18]=[CH:17][C:16]([F:19])=[CH:15][CH:14]=3)[CH2:9]2)[C:5]([F:20])=[CH:4][N:3]=1.[NH2:21][C:22]1[CH:23]=[C:24]([CH:29]=[CH:30][CH:31]=1)[C:25]([NH:27][CH3:28])=[O:26].FC(F)(F)C(O)=O. Product: [F:20][C:5]1[C:6]([N:8]2[CH2:11][CH:10]([O:12][C:13]3[CH:18]=[CH:17][C:16]([F:19])=[CH:15][CH:14]=3)[CH2:9]2)=[N:7][C:2]([NH:21][C:22]2[CH:23]=[C:24]([CH:29]=[CH:30][CH:31]=2)[C:25]([NH:27][CH3:28])=[O:26])=[N:3][CH:4]=1. The catalyst class is: 41. (5) Product: [CH2:11]([O:10][C:6]([CH:7]1[CH2:8][CH:2]2[O:1][CH:5]1[CH:4]=[CH:3]2)=[O:9])[CH3:12]. Reactant: [O:1]1[CH:5]=[CH:4][CH:3]=[CH:2]1.[C:6]([O:10][CH2:11][CH3:12])(=[O:9])[CH:7]=[CH2:8]. The catalyst class is: 530. (6) Reactant: [Br:1][C:2]1[CH:3]=[C:4]2[C:8](=[CH:9][C:10]=1[O:11][CH3:12])[NH:7][C:6](=[O:13])[C:5]2=O.[OH-:15].[K+].[F:17][C:18]([F:30])([F:29])[C:19]1[CH:20]=[C:21]([C:25](=O)[CH2:26][CH3:27])[CH:22]=[CH:23][CH:24]=1. Product: [Br:1][C:2]1[CH:3]=[C:4]2[C:8](=[CH:9][C:10]=1[O:11][CH3:12])[N:7]=[C:25]([C:21]1[CH:22]=[CH:23][CH:24]=[C:19]([C:18]([F:17])([F:29])[F:30])[CH:20]=1)[C:26]([CH3:27])=[C:5]2[C:6]([OH:13])=[O:15]. The catalyst class is: 88.